From a dataset of Reaction yield outcomes from USPTO patents with 853,638 reactions. Predict the reaction yield, written as a fraction of the theoretical maximum amount of product (1.0 means a 100% yield; for example, 0.34 means a 34% yield). The reactants are [C:1]1(=O)[CH2:6][CH2:5][CH2:4][C:3](=[O:7])[CH2:2]1.[C:9]1([NH:15]N)[CH:14]=[CH:13][CH:12]=[CH:11][CH:10]=1.C(O)(C(F)(F)F)=O. No catalyst specified. The product is [CH2:6]1[C:1]2[NH:15][C:9]3[C:10](=[CH:11][CH:12]=[CH:13][CH:14]=3)[C:2]=2[C:3](=[O:7])[CH2:4][CH2:5]1. The yield is 0.400.